From a dataset of Full USPTO retrosynthesis dataset with 1.9M reactions from patents (1976-2016). Predict the reactants needed to synthesize the given product. Given the product [CH3:8][O:9][C:10]1[CH:19]=[CH:18][CH:17]=[C:16]2[C:11]=1[CH2:12][CH2:13][C@H:14]([N:20]([CH2:1][CH2:2][CH3:3])[CH2:21][CH2:22][C:23]1[S:24][CH:25]=[CH:26][CH:27]=1)[CH2:15]2, predict the reactants needed to synthesize it. The reactants are: [C:1](O)(=O)[CH2:2][CH3:3].[BH4-].[Na+].[CH3:8][O:9][C:10]1[CH:19]=[CH:18][CH:17]=[C:16]2[C:11]=1[CH2:12][CH2:13][C@H:14]([NH:20][CH2:21][CH2:22][C:23]1[S:24][CH:25]=[CH:26][CH:27]=1)[CH2:15]2.[OH-].[Na+].